From a dataset of Orexin1 receptor HTS with 218,158 compounds and 233 confirmed actives. Binary Classification. Given a drug SMILES string, predict its activity (active/inactive) in a high-throughput screening assay against a specified biological target. (1) The compound is S=C(NCCN1CCOCC1)Nc1cc(OC)c(OC)c(OC)c1. The result is 0 (inactive). (2) The compound is O=C(Nc1c(OC)cccc1)CN1CCN(C2c3c(c4c2cccc4)cccc3)CC1. The result is 0 (inactive). (3) The compound is s1c(N2C(=O)C(/NC2=S)=C/c2ccccc2)nc2c1cc(OCC)cc2. The result is 0 (inactive).